Dataset: Forward reaction prediction with 1.9M reactions from USPTO patents (1976-2016). Task: Predict the product of the given reaction. (1) Given the reactants [OH:1][C@@H:2]1[CH2:10][C:9]2[C:4](=[CH:5][CH:6]=[CH:7][CH:8]=2)[C@@H:3]1[N:11]1[CH2:15][CH2:14][CH2:13][C:12]1=[O:16].N1C=CN=C1.[C:22]([Si:26]([CH3:29])([CH3:28])Cl)([CH3:25])([CH3:24])[CH3:23].O, predict the reaction product. The product is: [Si:26]([O:1][C@@H:2]1[CH2:10][C:9]2[C:4](=[CH:5][CH:6]=[CH:7][CH:8]=2)[C@@H:3]1[N:11]1[CH2:15][CH2:14][CH2:13][C:12]1=[O:16])([C:22]([CH3:25])([CH3:24])[CH3:23])([CH3:29])[CH3:28]. (2) Given the reactants C[O:2][C:3](=[O:33])[C@@H:4]([NH:17][C:18](=[O:32])[CH2:19][CH2:20][NH:21][C:22]([O:24][CH2:25][C:26]1[CH:31]=[CH:30][CH:29]=[CH:28][CH:27]=1)=[O:23])[CH2:5][CH2:6][CH2:7][CH2:8][NH:9][C:10]([O:12][C:13]([CH3:16])([CH3:15])[CH3:14])=[O:11].[OH-].[Na+], predict the reaction product. The product is: [CH2:25]([O:24][C:22]([NH:21][CH2:20][CH2:19][C:18]([NH:17][C@@H:4]([CH2:5][CH2:6][CH2:7][CH2:8][NH:9][C:10]([O:12][C:13]([CH3:16])([CH3:15])[CH3:14])=[O:11])[C:3]([OH:33])=[O:2])=[O:32])=[O:23])[C:26]1[CH:27]=[CH:28][CH:29]=[CH:30][CH:31]=1.